Dataset: Catalyst prediction with 721,799 reactions and 888 catalyst types from USPTO. Task: Predict which catalyst facilitates the given reaction. (1) Reactant: Cl[C:2]1[CH:7]=[N:6][CH:5]=[C:4]([Cl:8])[N:3]=1.[C:9]([N:16]1[CH2:21][CH2:20][NH:19][CH2:18][CH2:17]1)([O:11][C:12]([CH3:15])([CH3:14])[CH3:13])=[O:10]. Product: [C:12]([O:11][C:9]([N:16]1[CH2:21][CH2:20][N:19]([C:2]2[CH:7]=[N:6][CH:5]=[C:4]([Cl:8])[N:3]=2)[CH2:18][CH2:17]1)=[O:10])([CH3:15])([CH3:13])[CH3:14]. The catalyst class is: 10. (2) Reactant: [CH3:1][C:2]1[C:3](=[O:14])[C:4]([CH3:13])([CH2:8][CH:9]=[C:10]([CH3:12])[CH3:11])[CH2:5][CH2:6][CH:7]=1.[H-].[Al+3].[Li+].[H-].[H-].[H-]. Product: [CH3:1][C:2]1[CH:3]([OH:14])[C:4]([CH3:13])([CH2:8][CH:9]=[C:10]([CH3:12])[CH3:11])[CH2:5][CH2:6][CH:7]=1. The catalyst class is: 27. (3) Reactant: [Cl:1][C:2]1[CH:3]=[CH:4][C:5]([CH3:10])=[C:6]([CH:9]=1)[C:7]#[N:8].Cl.[NH2:12][OH:13].C(=O)(O)[O-].[Na+]. Product: [Cl:1][C:2]1[CH:3]=[CH:4][C:5]([CH3:10])=[C:6]([CH:9]=1)[C:7](=[N:12][OH:13])[NH2:8]. The catalyst class is: 5. (4) Reactant: [NH2:1][C:2]1[N:10]=[CH:9][N:8]=[C:7]2[C:3]=1[N:4]=[CH:5][N:6]2[C@H:11]1[C@@H:15]2[O:16][C:17]([CH3:20])([CH3:19])[O:18][C@@H:14]2[C@@H:13]([CH2:21][S:22][CH2:23][CH2:24][CH2:25][N:26]2C(=O)C3C(=CC=CC=3)C2=O)[O:12]1.NN.O. Product: [NH2:26][CH2:25][CH2:24][CH2:23][S:22][CH2:21][C@@H:13]1[C@H:14]2[O:18][C:17]([CH3:20])([CH3:19])[O:16][C@H:15]2[C@H:11]([N:6]2[CH:5]=[N:4][C:3]3[C:7]2=[N:8][CH:9]=[N:10][C:2]=3[NH2:1])[O:12]1. The catalyst class is: 8. (5) Reactant: [CH3:1][C:2]1[CH2:9][CH2:8][CH2:7][C:4]2([CH2:6][CH2:5]2)[CH:3]=1.[C:10](OC(=O)C)(=[O:12])[CH3:11].C([O-])(O)=O.[Na+]. Product: [CH3:1][C:2]1[CH2:9][CH2:8][CH2:7][C:4]2([CH2:6][CH2:5]2)[CH:3]=1.[CH3:1][C:2]1[CH:3]([C:10](=[O:12])[CH3:11])[C:4]2([CH2:7][CH2:8][CH:9]=1)[CH2:6][CH2:5]2. The catalyst class is: 530. (6) Reactant: [C:1]([O:5][C:6](=[O:29])[NH:7][CH:8]1[C:14]([CH3:16])([CH3:15])[CH:13]=[CH:12][CH2:11][N:10]([CH2:17][C:18]2[CH:23]=[CH:22][C:21]([O:24][CH3:25])=[CH:20][C:19]=2[O:26][CH3:27])[C:9]1=[O:28])([CH3:4])([CH3:3])[CH3:2]. The catalyst class is: 19. Product: [C:1]([O:5][C:6](=[O:29])[NH:7][CH:8]1[C:14]([CH3:16])([CH3:15])[CH2:13][CH2:12][CH2:11][N:10]([CH2:17][C:18]2[CH:23]=[CH:22][C:21]([O:24][CH3:25])=[CH:20][C:19]=2[O:26][CH3:27])[C:9]1=[O:28])([CH3:2])([CH3:3])[CH3:4]. (7) Reactant: [F:1][C:2]1[C:3]([C:9]2[CH:13]=[C:12]([O:14][CH:15]([F:17])[F:16])[N:11]([CH3:18])[N:10]=2)=[N:4][CH:5]=[C:6]([Cl:8])[CH:7]=1.C([O-])(=O)C.[Na+].[Cl:24]Cl.CCCCCC.C(OCC)(=O)C. Product: [F:1][C:2]1[C:3]([C:9]2[C:13]([Cl:24])=[C:12]([O:14][CH:15]([F:16])[F:17])[N:11]([CH3:18])[N:10]=2)=[N:4][CH:5]=[C:6]([Cl:8])[CH:7]=1. The catalyst class is: 15. (8) Reactant: C1(S([CH2:9][C:10]2[CH:11]=[CH:12][N:13]3[C:18]=2[C:17]([NH:19][C:20]2[CH:25]=[CH:24][C:23]([O:26][CH2:27][C:28]4[CH:33]=[CH:32][CH:31]=[C:30]([F:34])[CH:29]=4)=[C:22]([Cl:35])[CH:21]=2)=[N:16][CH:15]=[N:14]3)=O)C=CC=CC=1.[NH2:36][CH:37]1[CH2:42][CH2:41][NH:40][CH2:39][CH2:38]1. Product: [NH2:36][CH:37]1[CH2:42][CH2:41][N:40]([CH2:9][C:10]2[CH:11]=[CH:12][N:13]3[C:18]=2[C:17]([NH:19][C:20]2[CH:25]=[CH:24][C:23]([O:26][CH2:27][C:28]4[CH:33]=[CH:32][CH:31]=[C:30]([F:34])[CH:29]=4)=[C:22]([Cl:35])[CH:21]=2)=[N:16][CH:15]=[N:14]3)[CH2:39][CH2:38]1. The catalyst class is: 2. (9) Reactant: [O:1]=[C:2]1[N:7]([CH2:8][CH2:9][N:10]2[CH2:15][CH2:14][CH:13](C3C=CC=CC=3C(O)=O)[CH2:12][CH2:11]2)[C:6]2[CH:25]=[CH:26][CH:27]=[CH:28][C:5]=2[O:4][CH2:3]1.CN1[CH2:35][CH2:34][O:33]CC1.ON1[C:41]2[CH:42]=C[CH:44]=[CH:45][C:40]=2N=N1.[C:46]1([CH2:52][CH2:53][CH2:54][NH2:55])[CH:51]=[CH:50][CH:49]=[CH:48][CH:47]=1.CN(C(ON1N=NC2C=CC=CC1=2)=[N+](C)C)C.F[P-](F)(F)(F)(F)F. Product: [O:1]=[C:2]1[N:7]([CH2:8][CH2:9][N:10]2[CH2:11][CH2:12][CH:13]([C:35]3([CH:42]=[CH:41][CH:40]=[CH:45][CH2:44]3)[C:34]([NH:55][CH2:54][CH2:53][CH2:52][C:46]3[CH:51]=[CH:50][CH:49]=[CH:48][CH:47]=3)=[O:33])[CH2:14][CH2:15]2)[C:6]2[CH:25]=[CH:26][CH:27]=[CH:28][C:5]=2[O:4][CH2:3]1. The catalyst class is: 31. (10) Reactant: [NH2:1][C:2]1[CH:7]=[C:6]([O:8][CH3:9])[N:5]=[CH:4][C:3]=1[CH2:10][OH:11]. Product: [NH2:1][C:2]1[CH:7]=[C:6]([O:8][CH3:9])[N:5]=[CH:4][C:3]=1[CH:10]=[O:11]. The catalyst class is: 725.